Dataset: Full USPTO retrosynthesis dataset with 1.9M reactions from patents (1976-2016). Task: Predict the reactants needed to synthesize the given product. (1) Given the product [F:20][CH2:19][C:18]([C:22]1[O:26][N:25]=[C:24]([NH:27][C:28](=[O:29])[NH:1][C:2]2[CH:3]=[CH:4][C:5]([NH:8][C:9](=[O:15])[O:10][C:11]([CH3:12])([CH3:14])[CH3:13])=[CH:6][CH:7]=2)[CH:23]=1)([CH3:21])[CH2:17][F:16], predict the reactants needed to synthesize it. The reactants are: [NH2:1][C:2]1[CH:7]=[CH:6][C:5]([NH:8][C:9](=[O:15])[O:10][C:11]([CH3:14])([CH3:13])[CH3:12])=[CH:4][CH:3]=1.[F:16][CH2:17][C:18]([C:22]1[O:26][N:25]=[C:24]([NH:27][C:28](=O)[O:29]C2C=CC=CC=2)[CH:23]=1)([CH3:21])[CH2:19][F:20].CCN(C(C)C)C(C)C. (2) Given the product [Br:13][C:14]1[CH:19]=[CH:18][C:17]([S:20]([NH:12][CH2:11][C:7]2[CH:6]=[C:5]3[C:10](=[CH:9][CH:8]=2)[N:2]([CH3:1])[N:3]=[CH:4]3)(=[O:22])=[O:21])=[C:16]([CH2:24][CH3:25])[CH:15]=1, predict the reactants needed to synthesize it. The reactants are: [CH3:1][N:2]1[C:10]2[C:5](=[CH:6][C:7]([CH2:11][NH2:12])=[CH:8][CH:9]=2)[CH:4]=[N:3]1.[Br:13][C:14]1[CH:19]=[CH:18][C:17]([S:20](Cl)(=[O:22])=[O:21])=[C:16]([CH2:24][CH3:25])[CH:15]=1. (3) Given the product [Br:24][CH:20]1[CH2:19][CH2:18][C:15]2=[CH:16][C:17]3[C:8]4[CH:7]=[CH:6][C:5]([C:3](=[O:4])[CH2:2][Br:1])=[CH:23][C:9]=4[CH2:10][O:11][C:12]=3[CH:13]=[C:14]2[C:21]1=[O:22], predict the reactants needed to synthesize it. The reactants are: [Br:1][CH2:2][C:3]([C:5]1[CH:6]=[CH:7][C:8]2[C:17]3[CH:16]=[C:15]4[CH2:18][CH2:19][CH2:20][C:21](=[O:22])[C:14]4=[CH:13][C:12]=3[O:11][CH2:10][C:9]=2[CH:23]=1)=[O:4].[Br-:24].[Br-].[Br-].[NH+]1C=CC=CC=1.[NH+]1C=CC=CC=1.[NH+]1C=CC=CC=1.ClCCl.